This data is from Reaction yield outcomes from USPTO patents with 853,638 reactions. The task is: Predict the reaction yield, written as a fraction of the theoretical maximum amount of product (1.0 means a 100% yield; for example, 0.34 means a 34% yield). The reactants are Br[C:2]1[CH:7]=[CH:6][C:5]([Br:8])=[CH:4][N:3]=1.CCN(C(C)C)C(C)C.[C:18]([O:22][C:23]([NH:25][CH:26]1[CH2:31][CH2:30][NH:29][CH2:28][CH2:27]1)=[O:24])([CH3:21])([CH3:20])[CH3:19]. The catalyst is CCCCO. The product is [Br:8][C:5]1[CH:6]=[CH:7][C:2]([N:29]2[CH2:28][CH2:27][CH:26]([NH:25][C:23]([O:22][C:18]([CH3:21])([CH3:20])[CH3:19])=[O:24])[CH2:31][CH2:30]2)=[N:3][CH:4]=1. The yield is 0.550.